Dataset: Catalyst prediction with 721,799 reactions and 888 catalyst types from USPTO. Task: Predict which catalyst facilitates the given reaction. (1) Reactant: [CH3:1][C:2]1([CH3:14])[C:10]2[C:5](=[CH:6][C:7]([N+:11]([O-:13])=[O:12])=[CH:8][CH:9]=2)[NH:4][CH2:3]1.CCN(CC)CC.[C:22](Cl)(=[O:24])[CH3:23]. Product: [CH3:1][C:2]1([CH3:14])[C:10]2[C:5](=[CH:6][C:7]([N+:11]([O-:13])=[O:12])=[CH:8][CH:9]=2)[N:4]([C:22](=[O:24])[CH3:23])[CH2:3]1. The catalyst class is: 6. (2) Reactant: [H-].[Na+].Cl.[N:4]1[CH:9]=[CH:8][C:7]([CH:10]([SH:12])C)=[CH:6][CH:5]=1.[CH3:13][O:14][C:15]1[N:20]=[C:19](SCCC2C=CC=CC=2)[N:18]=[C:17]([NH:30][S:31]([N:34]2[CH2:37][CH2:36][CH2:35]2)(=[O:33])=[O:32])[CH:16]=1.[CH3:38][C:39]([O-])([CH3:41])[CH3:40].[K+].Br.N1C=C[C:48](CBr)=[CH:47][CH:46]=1.CN([CH:56]=[O:57])C. Product: [CH3:56][O:57][C:47]1[CH:48]=[CH:40][C:39]([CH2:41][N:30]([C:17]2[CH:16]=[C:15]([O:14][CH3:13])[N:20]=[C:19]([S:12][CH2:10][C:7]3[CH:6]=[CH:5][N:4]=[CH:9][CH:8]=3)[N:18]=2)[S:31]([N:34]2[CH2:35][CH2:36][CH2:37]2)(=[O:32])=[O:33])=[CH:38][CH:46]=1. The catalyst class is: 25. (3) Reactant: [C:1]1([S:7][CH2:8][CH3:9])[CH:6]=[CH:5][CH:4]=[CH:3][CH:2]=1.CO.O.C1C(=O)N(Br)C(=[O:16])C1. Product: [C:1]1([S:7]([CH2:8][CH3:9])=[O:16])[CH:6]=[CH:5][CH:4]=[CH:3][CH:2]=1. The catalyst class is: 4. (4) Reactant: [H-].[Na+].[CH2:3](Br)[C:4]1[CH:9]=[CH:8][CH:7]=[CH:6][CH:5]=1.[OH:11][CH2:12][C:13]([CH2:18][OH:19])([CH2:16][OH:17])[CH2:14][OH:15].[Cl-].[NH4+]. Product: [CH2:3]([O:11][CH2:12][C:13]([CH2:18][O:19][CH2:3][C:4]1[CH:9]=[CH:8][CH:7]=[CH:6][CH:5]=1)([CH2:16][O:17][CH2:3][C:4]1[CH:9]=[CH:8][CH:7]=[CH:6][CH:5]=1)[CH2:14][OH:15])[C:4]1[CH:9]=[CH:8][CH:7]=[CH:6][CH:5]=1. The catalyst class is: 3. (5) Reactant: [CH3:1][O:2][C:3]1[CH:23]=[CH:22][C:6]2[N:7]=[C:8]([S:10][CH2:11][C:12]3[C:17]([CH3:18])=[C:16]([O:19][CH3:20])[C:15]([CH3:21])=[CH:14][N:13]=3)[NH:9][C:5]=2[CH:4]=1.ClC1C=C(C=CC=1)C(OO)=[O:29]. Product: [CH3:21][C:15]1[CH:14]=[N:13][C:12]([CH2:11][S+:10]([O-:29])[C:8]2[NH:7][C:6]3[CH:22]=[CH:23][C:3]([O:2][CH3:1])=[CH:4][C:5]=3[N:9]=2)=[C:17]([CH3:18])[C:16]=1[O:19][CH3:20]. The catalyst class is: 13.